Dataset: NCI-60 drug combinations with 297,098 pairs across 59 cell lines. Task: Regression. Given two drug SMILES strings and cell line genomic features, predict the synergy score measuring deviation from expected non-interaction effect. (1) Drug 1: CN1C2=C(C=C(C=C2)N(CCCl)CCCl)N=C1CCCC(=O)O.Cl. Drug 2: C1C(C(OC1N2C=NC(=NC2=O)N)CO)O. Cell line: MDA-MB-231. Synergy scores: CSS=10.3, Synergy_ZIP=-1.07, Synergy_Bliss=2.20, Synergy_Loewe=-5.34, Synergy_HSA=1.56. (2) Synergy scores: CSS=-6.01, Synergy_ZIP=6.61, Synergy_Bliss=5.57, Synergy_Loewe=-2.29, Synergy_HSA=-2.47. Cell line: MDA-MB-435. Drug 1: CS(=O)(=O)C1=CC(=C(C=C1)C(=O)NC2=CC(=C(C=C2)Cl)C3=CC=CC=N3)Cl. Drug 2: COC1=NC(=NC2=C1N=CN2C3C(C(C(O3)CO)O)O)N.